Dataset: Catalyst prediction with 721,799 reactions and 888 catalyst types from USPTO. Task: Predict which catalyst facilitates the given reaction. (1) Reactant: Cl.CN(C)CCCN=C=NCC.[N:13]([CH2:16][CH2:17][CH2:18][CH2:19][C:20]([OH:22])=[O:21])=[N+:14]=[N-:15].[OH:23][N:24]1[C:28](=[O:29])[CH2:27][CH2:26][C:25]1=[O:30].O. Product: [N:13]([CH2:16][CH2:17][CH2:18][CH2:19][C:20]([OH:22])=[O:21])=[N+:14]=[N-:15].[N:13]([CH2:16][CH2:17][CH2:18][CH2:19][C:20]([O:23][N:24]1[C:28](=[O:29])[CH2:27][CH2:26][C:25]1=[O:30])=[O:21])=[N+:14]=[N-:15]. The catalyst class is: 2. (2) Reactant: [Cl:1][C:2]1[CH:3]=[C:4]2[C:8](=[C:9]([Cl:11])[CH:10]=1)C(C#N)[CH2:6][CH2:5]2.[CH3:14][C:15]([OH:17])=[O:16]. Product: [Cl:1][C:2]1[CH:3]=[C:4]2[C:8](=[C:9]([Cl:11])[CH:10]=1)[CH:14]([C:15]([OH:17])=[O:16])[CH2:6][CH2:5]2. The catalyst class is: 33. (3) Reactant: [NH:1]1[CH2:6][CH2:5][CH2:4][CH:3]([C:7]2[C:15]3[C:10](=[CH:11][CH:12]=[CH:13][CH:14]=3)[NH:9][CH:8]=2)[CH2:2]1.[CH3:16][N:17]([CH3:31])[C:18]1([C:25]2[CH:30]=[CH:29][CH:28]=[CH:27][CH:26]=2)[CH2:23][CH2:22][C:21](=O)[CH2:20][CH2:19]1.C(O)(=O)C. Product: [NH:9]1[C:10]2[C:15](=[CH:14][CH:13]=[CH:12][CH:11]=2)[C:7]([CH:3]2[CH2:4][CH2:5][CH2:6][N:1]([CH:21]3[CH2:20][CH2:19][C:18]([N:17]([CH3:31])[CH3:16])([C:25]4[CH:30]=[CH:29][CH:28]=[CH:27][CH:26]=4)[CH2:23][CH2:22]3)[CH2:2]2)=[CH:8]1. The catalyst class is: 26. (4) Reactant: [CH3:1][N:2]1[CH2:7][CH2:6][N:5]([C:8]2[C:16]3[C:11](=[CH:12][C:13]([N+:17]([O-])=O)=[CH:14][CH:15]=3)[NH:10][N:9]=2)[CH2:4][CH2:3]1. Product: [CH3:1][N:2]1[CH2:7][CH2:6][N:5]([C:8]2[C:16]3[C:11](=[CH:12][C:13]([NH2:17])=[CH:14][CH:15]=3)[NH:10][N:9]=2)[CH2:4][CH2:3]1. The catalyst class is: 19. (5) Reactant: [Br:1][CH2:2][C:3]1[CH:12]=[CH:11][C:6]([C:7]([O:9][CH3:10])=[O:8])=[CH:5][CH:4]=1.[CH3:13][O:14][C:15]1[CH:24]=[CH:23][C:18]2[N:19]=[C:20]([SH:22])[NH:21][C:17]=2[CH:16]=1. Product: [BrH:1].[CH3:10][O:9][C:7](=[O:8])[C:6]1[CH:11]=[CH:12][C:3]([CH2:2][S:22][C:20]2[NH:21][C:17]3[CH:16]=[C:15]([O:14][CH3:13])[CH:24]=[CH:23][C:18]=3[N:19]=2)=[CH:4][CH:5]=1. The catalyst class is: 3.